Task: Regression. Given a target protein amino acid sequence and a drug SMILES string, predict the binding affinity score between them. We predict pKi (pKi = -log10(Ki in M); higher means stronger inhibition). Dataset: bindingdb_ki.. Dataset: Drug-target binding data from BindingDB using Ki measurements The small molecule is Cc1c(C(=O)NN2CCCCC2)nn(-c2ccc(Cl)cc2Cl)c1-c1ccc(Cl)cc1. The target protein (P56971) has sequence MKSILDGLADTTFRTITTDLLYVGSNDIQYEDMKGDMASKLGYYPQKFPLSSFRGDPFQEKMTGGDDSLLSIIPSEQVNITEFYNKSLSTFKDNEENIQCGENFMDMECFMILNPSQQLAIAVLSLTLGTFTVLENLLVLCVILHSRSLRCRPSYHFIGSLAVADLLGSVIFVYSFVDFHVFHRKDSPNVFLFKLGGVTASFTASVGSLFLTAIDRYISIHRPLAYKRIVTRPKAVVAFCVMWTIAIVIAVLPLLGWNCKKLNSVCSDIFPLIDETYLMFWIGVTSILLLFIVYAYMYILWKAHSHAVRMLQRGTQKSIIIQSTEDGKVQITRPDQTRMDIRLAKTLVLILVVLIICWGPLLAIMVYDVFGKMNKLIKTIFAFCSMLCLLNSTVNPIIYALRSKDLRHAFRSMFPTCEGTAQPLDNSMESDCQHKHANNAGNVHRAAESCIKSTVKIAKVTMSVSTDTTAEAL. The pKi is 7.0.